From a dataset of Reaction yield outcomes from USPTO patents with 853,638 reactions. Predict the reaction yield, written as a fraction of the theoretical maximum amount of product (1.0 means a 100% yield; for example, 0.34 means a 34% yield). (1) The reactants are [CH3:1][O:2][C:3]1[CH:4]=[C:5]2[C:10](=[CH:11][C:12]=1[O:13][CH3:14])[N:9]=[CH:8][N:7]=[C:6]2[O:15][C:16]1[CH:22]=[CH:21][C:19]([NH2:20])=[CH:18][C:17]=1[CH3:23].ClC(Cl)(O[C:28](=[O:34])OC(Cl)(Cl)Cl)Cl.[CH2:36]([NH2:39])[CH2:37][CH3:38].CO. The catalyst is C(Cl)(Cl)Cl.C(N(CC)CC)C. The product is [CH3:1][O:2][C:3]1[CH:4]=[C:5]2[C:10](=[CH:11][C:12]=1[O:13][CH3:14])[N:9]=[CH:8][N:7]=[C:6]2[O:15][C:16]1[CH:22]=[CH:21][C:19]([NH:20][C:28]([NH:39][CH2:36][CH2:37][CH3:38])=[O:34])=[CH:18][C:17]=1[CH3:23]. The yield is 0.470. (2) The reactants are [Na].[F:2][C:3]1[CH:8]=[C:7]([F:9])[CH:6]=[CH:5][C:4]=1[CH2:10][NH:11][C:12]([C:14]1[C:15](=[O:30])[C:16]([OH:29])=[C:17]2[C:22](=[O:23])[N:21]3[C@H:24]([CH3:27])[CH2:25][O:26][C@H:20]3[CH2:19][N:18]2[CH:28]=1)=[O:13].FC1C=C(F)C=CC=1CNC(C1C(=O)C(OCC2C=CC=CC=2)=C2C(=O)N3[C@H](C)CO[C@H]3CN2C=1)=O. The catalyst is CO.[Pd]. The product is [F:2][C:3]1[CH:8]=[C:7]([F:9])[CH:6]=[CH:5][C:4]=1[CH2:10][NH:11][C:12]([C:14]1[C:15](=[O:30])[C:16]([OH:29])=[C:17]2[C:22](=[O:23])[N:21]3[C@H:24]([CH3:27])[CH2:25][O:26][C@H:20]3[CH2:19][N:18]2[CH:28]=1)=[O:13]. The yield is 0.860. (3) The catalyst is [Pd](Cl)Cl. The product is [CH3:44][O:45][C:46]([C:2]1[C:3]([C:22]2[CH:27]=[CH:26][CH:25]=[C:24]([C:28]([F:31])([F:30])[F:29])[CH:23]=2)=[CH:4][C:5]([CH3:21])=[C:6]([C:8]([N:10]2[CH2:15][CH2:14][CH:13]([N:16]3[CH2:20][CH2:19][CH2:18][CH2:17]3)[CH2:12][CH2:11]2)=[O:9])[N:7]=1)=[O:47]. The yield is 0.630. The reactants are Cl[C:2]1[N:7]=[C:6]([C:8]([N:10]2[CH2:15][CH2:14][CH:13]([N:16]3[CH2:20][CH2:19][CH2:18][CH2:17]3)[CH2:12][CH2:11]2)=[O:9])[C:5]([CH3:21])=[CH:4][C:3]=1[C:22]1[CH:27]=[CH:26][CH:25]=[C:24]([C:28]([F:31])([F:30])[F:29])[CH:23]=1.CCN(CC)CC.[C]=O.CO.C[CH2:44][O:45][C:46](C)=[O:47]. (4) The reactants are [F:1][C:2]([F:21])([F:20])[C:3]1([C:7]([N:9]2[CH2:14][CH2:13][CH:12]([C:15](OCC)=[O:16])[CH2:11][CH2:10]2)=O)[CH2:6][CH2:5][CH2:4]1.[H-].[H-].[H-].[H-].[Li+].[Al+3]. The catalyst is C1COCC1. The product is [F:21][C:2]([F:1])([F:20])[C:3]1([CH2:7][N:9]2[CH2:10][CH2:11][CH:12]([CH2:15][OH:16])[CH2:13][CH2:14]2)[CH2:4][CH2:5][CH2:6]1. The yield is 0.990. (5) The reactants are [F:1][C:2]1[CH:7]=[CH:6][C:5]([S:8]([N:11]2[C:20]3[C:15](=[CH:16][C:17]([C:21]([OH:30])([C:26]([F:29])([F:28])[F:27])[C:22]([F:25])([F:24])[F:23])=[CH:18][CH:19]=3)[CH2:14][CH2:13][C@H:12]2[CH2:31][C:32]([NH:34][NH2:35])=[O:33])(=[O:10])=[O:9])=[CH:4][CH:3]=1.[C:36]([O:40][C:41]([NH:43][C:44]([CH3:50])([CH3:49])[CH2:45][C:46](O)=[O:47])=[O:42])([CH3:39])([CH3:38])[CH3:37]. No catalyst specified. The product is [F:1][C:2]1[CH:7]=[CH:6][C:5]([S:8]([N:11]2[C:20]3[C:15](=[CH:16][C:17]([C:21]([OH:30])([C:26]([F:28])([F:27])[F:29])[C:22]([F:23])([F:25])[F:24])=[CH:18][CH:19]=3)[CH2:14][CH2:13][C@H:12]2[CH2:31][C:32]([NH:34][NH:35][C:46](=[O:47])[CH2:45][C:44]([NH:43][C:41](=[O:42])[O:40][C:36]([CH3:39])([CH3:38])[CH3:37])([CH3:50])[CH3:49])=[O:33])(=[O:9])=[O:10])=[CH:4][CH:3]=1. The yield is 0.840. (6) The reactants are Cl[C:2]1[N:7]=[CH:6][C:5]([C:8]([O:10][CH3:11])=[O:9])=[CH:4][N:3]=1.[CH2:12]([N:14]1[CH2:20][CH2:19][CH2:18][NH:17][CH2:16][CH2:15]1)[CH3:13].C(N(C(C)C)C(C)C)C. The catalyst is ClCCl. The product is [CH2:12]([N:14]1[CH2:20][CH2:19][CH2:18][N:17]([C:2]2[N:7]=[CH:6][C:5]([C:8]([O:10][CH3:11])=[O:9])=[CH:4][N:3]=2)[CH2:16][CH2:15]1)[CH3:13]. The yield is 0.870. (7) The reactants are [F:1][C:2]1[CH:3]=[C:4]([C:9]2[CH:14]=[CH:13][C:12]([S:15]([CH3:18])(=[O:17])=[O:16])=[CH:11][CH:10]=2)[CH:5]=[CH:6][C:7]=1[OH:8].[C:19]([N:26]1[CH2:31][CH2:30][CH:29]([CH2:32]O)[CH2:28][CH2:27]1)([O:21][C:22]([CH3:25])([CH3:24])[CH3:23])=[O:20].C1C=CC(P(C2C=CC=CC=2)C2C=CC=CC=2)=CC=1.N(C(OC(C)C)=O)=NC(OC(C)C)=O. The catalyst is C1COCC1. The product is [F:1][C:2]1[CH:3]=[C:4]([C:9]2[CH:10]=[CH:11][C:12]([S:15]([CH3:18])(=[O:17])=[O:16])=[CH:13][CH:14]=2)[CH:5]=[CH:6][C:7]=1[O:8][CH2:32][CH:29]1[CH2:30][CH2:31][N:26]([C:19]([O:21][C:22]([CH3:23])([CH3:25])[CH3:24])=[O:20])[CH2:27][CH2:28]1. The yield is 0.880. (8) The reactants are [CH3:1][C:2]1[N:3]=[CH:4][NH:5][C:6]=1[C:7]([O:9][CH2:10][CH3:11])=[O:8].O1C=NN=C1C1C=CC=CC=1O[CH2:20][C:21]1[CH:35]=[CH:34][C:24]([C:25]([NH:27][C:28]2[CH:33]=[CH:32][CH:31]=[CH:30][N:29]=2)=[O:26])=[CH:23][CH:22]=1. No catalyst specified. The product is [CH3:1][C:2]1[N:3]=[CH:4][N:5]([CH2:20][C:21]2[CH:22]=[CH:23][C:24]([C:25]([NH:27][C:28]3[CH:33]=[CH:32][CH:31]=[CH:30][N:29]=3)=[O:26])=[CH:34][CH:35]=2)[C:6]=1[C:7]([O:9][CH2:10][CH3:11])=[O:8]. The yield is 0.340. (9) The reactants are CON(C)[C:4]([C:6]1[N:7]=[N:8][CH:9]=[CH:10][CH:11]=1)=[O:5].[CH3:13]OC1C=CC(P2(SP(C3C=CC(OC)=CC=3)(=S)S2)=S)=CC=1. The catalyst is C1(C)C=CC=CC=1. The product is [N:8]1[CH:9]=[CH:10][CH:11]=[C:6]([CH:4]([OH:5])[CH3:13])[N:7]=1. The yield is 0.500. (10) The reactants are [CH2:1]([N:5]1[C:13]([N:14]2[CH2:19][CH2:18][NH:17][CH2:16][CH2:15]2)=[N:12][C:11]2[C:6]1=[N:7][C:8]([C:27]1[CH:28]=[N:29][C:30]([NH2:33])=[N:31][CH:32]=1)=[N:9][C:10]=2[N:20]1[CH2:25][CH2:24][O:23][CH2:22][C@@H:21]1[CH3:26])[CH:2]([CH3:4])[CH3:3].[OH:34][C@@H:35]([CH3:40])[CH2:36][C:37](O)=[O:38].ON1C2C=CC=CC=2N=N1.Cl.C(N=C=NCCCN(C)C)C.C(N(CC)CC)C.C(=O)([O-])O.[Na+]. The catalyst is C(OCC)(=O)C.CCCCCC.C(Cl)(Cl)Cl.C(Cl)Cl. The product is [NH2:33][C:30]1[N:31]=[CH:32][C:27]([C:8]2[N:7]=[C:6]3[C:11]([N:12]=[C:13]([N:14]4[CH2:19][CH2:18][N:17]([C:37](=[O:38])[CH2:36][C@@H:35]([OH:34])[CH3:40])[CH2:16][CH2:15]4)[N:5]3[CH2:1][CH:2]([CH3:4])[CH3:3])=[C:10]([N:20]3[CH2:25][CH2:24][O:23][CH2:22][C@@H:21]3[CH3:26])[N:9]=2)=[CH:28][N:29]=1. The yield is 0.810.